Dataset: Catalyst prediction with 721,799 reactions and 888 catalyst types from USPTO. Task: Predict which catalyst facilitates the given reaction. (1) Reactant: S(=O)(=O)(O)O.[CH:6]1([NH:11][C:12]2[N:17]=[C:16]([C:18]3[C:19]([CH:27]([C:29]4[CH:34]=[CH:33][CH:32]=[CH:31][CH:30]=4)O)=[N:20][N:21]4[CH:26]=[CH:25][CH:24]=[CH:23][C:22]=34)[CH:15]=[CH:14][N:13]=2)[CH2:10][CH2:9][CH2:8][CH2:7]1.[H][H]. Product: [CH2:27]([C:19]1[C:18]([C:16]2[CH:15]=[CH:14][N:13]=[C:12]([NH:11][CH:6]3[CH2:7][CH2:8][CH2:9][CH2:10]3)[N:17]=2)=[C:22]2[CH:23]=[CH:24][CH:25]=[CH:26][N:21]2[N:20]=1)[C:29]1[CH:30]=[CH:31][CH:32]=[CH:33][CH:34]=1. The catalyst class is: 29. (2) Reactant: [CH3:1][C:2]1[CH:3]=[C:4]([CH:7]=[C:8]([CH3:10])[CH:9]=1)[CH:5]=O.[CH2:11]([N:13]([CH2:19][CH3:20])[CH2:14][CH2:15][CH2:16][CH2:17][NH2:18])[CH3:12].[BH4-].[Na+].Cl. Product: [CH2:11]([N:13]([CH2:19][CH3:20])[CH2:14][CH2:15][CH2:16][CH2:17][NH:18][CH2:5][C:4]1[CH:3]=[C:2]([CH3:1])[CH:9]=[C:8]([CH3:10])[CH:7]=1)[CH3:12]. The catalyst class is: 24.